This data is from Catalyst prediction with 721,799 reactions and 888 catalyst types from USPTO. The task is: Predict which catalyst facilitates the given reaction. (1) Reactant: [N:1]1([CH2:7][CH2:8][NH:9][C:10]([C:12]2[NH:13][C:14]([CH:18]=[C:19]3[C:27]4[C:26]([Cl:28])=[N:25][CH:24]=[N:23][C:22]=4[NH:21][C:20]3=[O:29])=[C:15]([CH3:17])[CH:16]=2)=[O:11])[CH2:6][CH2:5][O:4][CH2:3][CH2:2]1.[Cl:30][C:31]1[CH:32]=[C:33]([NH2:38])[CH:34]=[CH:35][C:36]=1[F:37].O.C1(C)C=CC(S(O)(=O)=O)=CC=1.CN1CCCC1=O. Product: [ClH:28].[N:1]1([CH2:7][CH2:8][NH:9][C:10]([C:12]2[NH:13][C:14]([CH:18]=[C:19]3[C:27]4[C:26]([NH:38][C:33]5[CH:34]=[CH:35][C:36]([F:37])=[C:31]([Cl:30])[CH:32]=5)=[N:25][CH:24]=[N:23][C:22]=4[NH:21][C:20]3=[O:29])=[C:15]([CH3:17])[CH:16]=2)=[O:11])[CH2:2][CH2:3][O:4][CH2:5][CH2:6]1. The catalyst class is: 270. (2) Reactant: [CH3:1][P:2]([CH3:10])[C:3]1[CH:8]=[CH:7][C:6]([CH3:9])=[CH:5][CH:4]=1.[OH:11]O. Product: [CH3:1][P:2]([CH3:10])([C:3]1[CH:8]=[CH:7][C:6]([CH3:9])=[CH:5][CH:4]=1)=[O:11]. The catalyst class is: 2. (3) Reactant: [CH2:1]([C:3]1[CH:8]=[CH:7][C:6]([C:9]2[S:13][C:12]([C@:14]3([CH2:23][C:24]([O:26][C:27]([CH3:30])([CH3:29])[CH3:28])=[O:25])[S:20](=[O:22])(=[O:21])[CH2:19][CH2:18][NH:17][CH2:16][CH2:15]3)=[CH:11][CH:10]=2)=[CH:5][CH:4]=1)[CH3:2].N1C=CC=CC=1.[CH2:37]([S:40](Cl)(=[O:42])=[O:41])[CH2:38][CH3:39]. Product: [CH2:1]([C:3]1[CH:4]=[CH:5][C:6]([C:9]2[S:13][C:12]([C@:14]3([CH2:23][C:24]([O:26][C:27]([CH3:29])([CH3:28])[CH3:30])=[O:25])[S:20](=[O:22])(=[O:21])[CH2:19][CH2:18][N:17]([S:40]([CH2:37][CH2:38][CH3:39])(=[O:42])=[O:41])[CH2:16][CH2:15]3)=[CH:11][CH:10]=2)=[CH:7][CH:8]=1)[CH3:2]. The catalyst class is: 789. (4) Reactant: [CH2:1]([N:8]1[CH2:26][CH2:25][C:11]2([C:15]([C:16](OCC)=[O:17])=[C:14]([NH:21][C:22]([NH2:24])=[O:23])[CH2:13][CH2:12]2)[CH2:10][CH2:9]1)[C:2]1[CH:7]=[CH:6][CH:5]=[CH:4][CH:3]=1.[OH-].[Na+].Cl. Product: [CH2:1]([N:8]1[CH2:26][CH2:25][C:11]2([C:15]3[C:16](=[O:17])[NH:24][C:22](=[O:23])[NH:21][C:14]=3[CH2:13][CH2:12]2)[CH2:10][CH2:9]1)[C:2]1[CH:7]=[CH:6][CH:5]=[CH:4][CH:3]=1. The catalyst class is: 8. (5) Reactant: [F:1][C:2]([F:13])([F:12])[C:3]1([C:6]2[O:10][N:9]=[C:8]([NH2:11])[CH:7]=2)[CH2:5][CH2:4]1.C(=O)([O-])[O-].[K+].[K+].Cl[C:21]([O:23][C:24]1[CH:29]=[CH:28][CH:27]=[CH:26][CH:25]=1)=[O:22]. Product: [F:13][C:2]([F:1])([F:12])[C:3]1([C:6]2[O:10][N:9]=[C:8]([NH:11][C:21](=[O:22])[O:23][C:24]3[CH:29]=[CH:28][CH:27]=[CH:26][CH:25]=3)[CH:7]=2)[CH2:4][CH2:5]1. The catalyst class is: 4.